From a dataset of Full USPTO retrosynthesis dataset with 1.9M reactions from patents (1976-2016). Predict the reactants needed to synthesize the given product. The reactants are: I[C:2]1[C:3]([CH3:21])=[N:4][CH:5]=[C:6]([C:9]=1[NH:10][C:11]1[C:12]([CH3:20])=[C:13]2[C:17](=[CH:18][CH:19]=1)[NH:16][CH:15]=[CH:14]2)[C:7]#[N:8].[CH3:22][N:23]([CH2:25][C:26]1[CH:27]=[C:28](B2OC(C)(C)C(C)(C)O2)[CH:29]=[CH:30][CH:31]=1)[CH3:24].C(#N)C. Given the product [CH3:22][N:23]([CH2:25][C:26]1[CH:31]=[C:30]([C:2]2[C:9]([NH:10][C:11]3[C:12]([CH3:20])=[C:13]4[C:17](=[CH:18][CH:19]=3)[NH:16][CH:15]=[CH:14]4)=[C:6]([C:7]#[N:8])[CH:5]=[N:4][C:3]=2[CH3:21])[CH:29]=[CH:28][CH:27]=1)[CH3:24], predict the reactants needed to synthesize it.